The task is: Predict the reaction yield, written as a fraction of the theoretical maximum amount of product (1.0 means a 100% yield; for example, 0.34 means a 34% yield).. This data is from Reaction yield outcomes from USPTO patents with 853,638 reactions. (1) The reactants are [F:1][C:2]1([F:17])[CH2:6][CH2:5][CH:4]([C:7]([O:9]CC2C=CC=CC=2)=[O:8])[CH2:3]1. The catalyst is CCOC(C)=O.[Pd]. The product is [F:1][C:2]1([F:17])[CH2:6][CH2:5][CH:4]([C:7]([OH:9])=[O:8])[CH2:3]1. The yield is 0.760. (2) The reactants are [CH3:1][O:2][C:3]1[CH:4]=[C:5]2[C:10](=[CH:11][C:12]=1[O:13][CH3:14])[N:9]=[CH:8][N:7]=[C:6]2[O:15][C:16]1[CH:17]=[C:18]([CH:20]=[CH:21][C:22]=1[F:23])[NH2:19].[F:24][C:25]([F:45])([F:44])[C:26]([C:29]1[O:33][N:32]=[C:31]([NH:34][C:35](=O)[O:36]C2C=CC=CC=2)[CH:30]=1)([CH3:28])[CH3:27]. The catalyst is C1COCC1.CN(C)C1C=CN=CC=1. The product is [CH3:1][O:2][C:3]1[CH:4]=[C:5]2[C:10](=[CH:11][C:12]=1[O:13][CH3:14])[N:9]=[CH:8][N:7]=[C:6]2[O:15][C:16]1[CH:17]=[C:18]([NH:19][C:35]([NH:34][C:31]2[CH:30]=[C:29]([C:26]([CH3:28])([CH3:27])[C:25]([F:45])([F:44])[F:24])[O:33][N:32]=2)=[O:36])[CH:20]=[CH:21][C:22]=1[F:23]. The yield is 0.140. (3) The reactants are [OH-].[K+].[N:3]1[C:12]2[C:7](=[CH:8][C:9]([OH:13])=[CH:10][CH:11]=2)[CH:6]=[CH:5][CH:4]=1.Br[CH2:15][CH2:16][O:17][C:18]1[CH:25]=[CH:24][C:21]([CH:22]=[O:23])=[CH:20][CH:19]=1. The catalyst is C(O)C. The product is [N:3]1[C:12]2[C:7](=[CH:8][C:9]([O:13][CH2:15][CH2:16][O:17][C:18]3[CH:25]=[CH:24][C:21]([CH:22]=[O:23])=[CH:20][CH:19]=3)=[CH:10][CH:11]=2)[CH:6]=[CH:5][CH:4]=1. The yield is 0.440.